This data is from Reaction yield outcomes from USPTO patents with 853,638 reactions. The task is: Predict the reaction yield, written as a fraction of the theoretical maximum amount of product (1.0 means a 100% yield; for example, 0.34 means a 34% yield). (1) The reactants are C(OC([NH:8][C:9]1[CH2:10][C:11]([C:31](=[O:47])[N:32]([CH2:36][CH2:37][CH2:38][O:39][Si](C(C)(C)C)(C)C)[CH2:33][CH2:34][CH3:35])=[CH:12][C:13]2[CH:19]=[CH:18][C:17]([C:20]3[CH:30]=[CH:29][C:23]([C:24]([O:26][CH2:27][CH3:28])=[O:25])=[CH:22][CH:21]=3)=[CH:16][C:14]=2[N:15]=1)=O)(C)(C)C. The catalyst is ClCCl.C(O)(C(F)(F)F)=O. The product is [NH2:8][C:9]1[CH2:10][C:11]([C:31](=[O:47])[N:32]([CH2:36][CH2:37][CH2:38][OH:39])[CH2:33][CH2:34][CH3:35])=[CH:12][C:13]2[CH:19]=[CH:18][C:17]([C:20]3[CH:30]=[CH:29][C:23]([C:24]([O:26][CH2:27][CH3:28])=[O:25])=[CH:22][CH:21]=3)=[CH:16][C:14]=2[N:15]=1. The yield is 0.350. (2) The reactants are C1(C)C=CC(S([O-])(=O)=O)=CC=1.[NH+]1C=CC=CC=1.[O:18]1CCO[CH:19]1[C:23]1[CH:32]=[CH:31][C:30]([O:33][CH3:34])=[C:29]2[C:24]=1[CH2:25][CH2:26][C:27](=[O:47])[N:28]2[CH2:35][C:36]1[CH:37]=[N:38][C:39]([C:42]2[CH:46]=[CH:45][S:44][CH:43]=2)=[CH:40][CH:41]=1. The catalyst is CC(C)=O.O. The product is [CH3:34][O:33][C:30]1[C:29]2[N:28]([CH2:35][C:36]3[CH:37]=[N:38][C:39]([C:42]4[CH:46]=[CH:45][S:44][CH:43]=4)=[CH:40][CH:41]=3)[C:27](=[O:47])[CH2:26][CH2:25][C:24]=2[C:23]([CH:19]=[O:18])=[CH:32][CH:31]=1. The yield is 1.00. (3) The reactants are C([N:3]([CH2:13][CH3:14])[C:4](=[O:12])[C:5]1[CH:10]=[CH:9][CH:8]=[CH:7][C:6]=1[CH3:11])C.C(C[N:18]1[CH2:23][CH2:22][CH2:21][CH2:20][CH2:19]1)#N. No catalyst specified. The product is [N:18]1([CH2:14][C:13]2[NH:3][C:4](=[O:12])[C:5]3[C:6]([CH:11]=2)=[CH:7][CH:8]=[CH:9][CH:10]=3)[CH2:23][CH2:22][CH2:21][CH2:20][CH2:19]1. The yield is 0.430. (4) The reactants are [F:1][C:2]([C:11]1[CH:16]=[CH:15][C:14]([NH2:17])=C[CH:12]=1)([C:7]([F:10])([F:9])[F:8])[C:3]([F:6])([F:5])[F:4].[Cl:18]N1C(=O)CCC1=O.Cl[CH2:27][Cl:28]. No catalyst specified. The product is [Cl:18][C:15]1[CH:16]=[C:11]([C:2]([F:1])([C:7]([F:10])([F:9])[F:8])[C:3]([F:6])([F:5])[F:4])[CH:12]=[C:27]([Cl:28])[C:14]=1[NH2:17]. The yield is 0.601. (5) The reactants are [O:1]=[C:2]1[CH:7]=[CH:6][CH:5]=[CH:4][N:3]1[CH2:8][C:9]([O:11][CH2:12][CH3:13])=[O:10].C(O[CH:17](OCC)[N:18]([CH3:20])[CH3:19])C. The catalyst is CN(C=O)C. The product is [CH3:17][N:18]([CH3:20])[CH:19]=[C:8]([N:3]1[CH:4]=[CH:5][CH:6]=[CH:7][C:2]1=[O:1])[C:9]([O:11][CH2:12][CH3:13])=[O:10]. The yield is 0.850. (6) The reactants are B(Br)(Br)Br.[CH:5]1([N:11]2[CH2:15][CH2:14][CH:13]([CH2:16][C:17]3[C:26]4[C:21](=[CH:22][CH:23]=[CH:24][CH:25]=4)[C:20]([O:27]C)=[CH:19][CH:18]=3)[C:12]2=[O:29])[CH2:10][CH2:9][CH2:8][CH2:7][CH2:6]1. The catalyst is C(Cl)Cl. The product is [CH:5]1([N:11]2[CH2:15][CH2:14][CH:13]([CH2:16][C:17]3[C:26]4[C:21](=[CH:22][CH:23]=[CH:24][CH:25]=4)[C:20]([OH:27])=[CH:19][CH:18]=3)[C:12]2=[O:29])[CH2:6][CH2:7][CH2:8][CH2:9][CH2:10]1. The yield is 0.700. (7) The reactants are [N:1]1[CH:6]=[CH:5][CH:4]=[CH:3][C:2]=1[CH2:7][OH:8].[H-].[Na+].Cl[C:12]1[C:17]([CH3:18])=[CH:16][C:15]([N+:19]([O-:21])=[O:20])=[CH:14][N:13]=1. The catalyst is CN(C)C=O. The product is [CH3:18][C:17]1[C:12]([O:8][CH2:7][C:2]2[CH:3]=[CH:4][CH:5]=[CH:6][N:1]=2)=[N:13][CH:14]=[C:15]([N+:19]([O-:21])=[O:20])[CH:16]=1. The yield is 0.510.